Dataset: Forward reaction prediction with 1.9M reactions from USPTO patents (1976-2016). Task: Predict the product of the given reaction. (1) Given the reactants [CH2:1]([CH:3]1[O:5][CH2:4]1)Cl.[CH:6]([OH:9])([CH3:8])[CH3:7].[C:10]1([CH:17]=[CH:16][C:14]([OH:15])=[CH:13][CH:12]=1)[OH:11].[OH-:18].[Na+], predict the reaction product. The product is: [C:6]1([C:8]2[CH:4]3[O:5][CH:3]3[CH2:1][O:18][CH2:12][CH:10]3[O:11][CH:17]3[C:16]=2[C:14](=[CH:13][CH:7]=1)[OH:15])[OH:9]. (2) The product is: [NH2:33][C:34]1[CH:39]=[C:38]([C:13]2[CH2:14][CH2:15][N:16]([C:19]([O:21][C:22]([CH3:25])([CH3:24])[CH3:23])=[O:20])[CH2:17][CH:18]=2)[CH:37]=[CH:36][CH:35]=1. Given the reactants C([O-])([O-])=O.[Na+].[Na+].FC(F)(F)S(O[C:13]1[CH2:14][CH2:15][N:16]([C:19]([O:21][C:22]([CH3:25])([CH3:24])[CH3:23])=[O:20])[CH2:17][CH:18]=1)(=O)=O.S(O)(O)(=O)=O.[NH2:33][C:34]1[CH:35]=[C:36](B(O)O)[CH:37]=[CH:38][CH:39]=1.[NH2:33][C:34]1[CH:39]=[C:38](B(O)O)[CH:37]=[CH:36][CH:35]=1.[Cl-].[Li+], predict the reaction product. (3) Given the reactants S(Cl)([Cl:3])=O.[Na+].[CH2:6]=[CH:7][C:8]1[CH:13]=[CH:12][C:11]([S:14]([O-:17])(=O)=[O:15])=[CH:10][CH:9]=1, predict the reaction product. The product is: [CH2:6]=[CH:7][C:8]1[CH:13]=[CH:12][C:11]([S:14]([Cl:3])(=[O:17])=[O:15])=[CH:10][CH:9]=1. (4) The product is: [CH3:53][O:52][C:51]1[CH:50]=[CH:49][C:48]([C:54]2[CH:59]=[CH:58][C:57]([C:60]([O:62][CH3:63])=[O:61])=[CH:56][C:55]=2[CH3:64])=[CH:47][C:46]=1[C:37]1[CH:38]=[CH:39][C:40]([C:42]([F:45])([F:43])[F:44])=[CH:41][C:36]=1[CH2:35][N:5]1[C@@H:3]([CH3:4])[C@@H:2]([C:16]2[CH:21]=[CH:20][CH:19]=[C:18]([O:22][CH3:23])[CH:17]=2)[O:7][C:6]1=[O:15]. Given the reactants O[C@H:2]([C:16]1[CH:21]=[CH:20][CH:19]=[C:18]([O:22][CH3:23])[CH:17]=1)[C@@H:3]([NH:5][C:6](=[O:15])[O:7]CC1C=CC=CC=1)[CH3:4].C[Si]([N-][Si](C)(C)C)(C)C.[Na+].Br[CH2:35][C:36]1[CH:41]=[C:40]([C:42]([F:45])([F:44])[F:43])[CH:39]=[CH:38][C:37]=1[C:46]1[CH:47]=[C:48]([C:54]2[CH:59]=[CH:58][C:57]([C:60]([O:62][CH3:63])=[O:61])=[CH:56][C:55]=2[CH3:64])[CH:49]=[CH:50][C:51]=1[O:52][CH3:53], predict the reaction product. (5) Given the reactants [CH3:1][C:2]1[CH:7]=[C:6]([CH3:8])[CH:5]=[C:4]([CH3:9])[C:3]=1[N:10]=[C:11]=[O:12].[NH2:13][C:14]1[CH:15]=[C:16]([C:35]2[CH:40]=[CH:39][CH:38]=[CH:37][CH:36]=2)[CH:17]=[CH:18][C:19]=1[C:20]([NH:22][C@H:23]([C:31]([O:33][CH3:34])=[O:32])[C@@H:24]([CH3:30])[O:25][C:26]([CH3:29])([CH3:28])[CH3:27])=[O:21].CCCCCC.C(OCC)(=O)C, predict the reaction product. The product is: [CH3:29][C:26]([O:25][C@H:24]([CH3:30])[C@@H:23]([C:31]([O:33][CH3:34])=[O:32])[NH:22][C:20]([C:19]1[CH:18]=[CH:17][C:16]([C:35]2[CH:40]=[CH:39][CH:38]=[CH:37][CH:36]=2)=[CH:15][C:14]=1[NH:13][C:11]([NH:10][C:3]1[C:2]([CH3:1])=[CH:7][C:6]([CH3:8])=[CH:5][C:4]=1[CH3:9])=[O:12])=[O:21])([CH3:27])[CH3:28].